This data is from Forward reaction prediction with 1.9M reactions from USPTO patents (1976-2016). The task is: Predict the product of the given reaction. (1) Given the reactants [C:1]1([C:11]#[N:12])[C:10]2[C:5](=[CH:6][CH:7]=[CH:8][CH:9]=2)[CH:4]=[CH:3][N:2]=1.[NH2:13][NH2:14], predict the reaction product. The product is: [NH2:13][NH:14][C:11]([C:1]1[C:10]2[C:5](=[CH:6][CH:7]=[CH:8][CH:9]=2)[CH:4]=[CH:3][N:2]=1)=[NH:12]. (2) Given the reactants Br[CH2:2][C:3]1[CH:8]=[CH:7][C:6]([CH2:9][N:10]2[CH2:23][CH2:22][CH2:21][N:20]([C:24]([O:26][C:27]([CH3:30])([CH3:29])[CH3:28])=[O:25])[CH2:19][CH2:18][N:17]([C:31]([O:33][C:34]([CH3:37])([CH3:36])[CH3:35])=[O:32])[CH2:16][CH2:15][CH2:14][N:13]([C:38]([O:40][C:41]([CH3:44])([CH3:43])[CH3:42])=[O:39])[CH2:12][CH2:11]2)=[CH:5][CH:4]=1.[CH3:45][CH2:46][N:47]([CH2:50][CH2:51][NH:52][CH2:53][CH2:54][N:55]([CH2:58][CH3:59])[CH2:56][CH3:57])[CH2:48][CH3:49].C(=O)([O-])[O-].[K+].[K+], predict the reaction product. The product is: [CH2:58]([N:55]([CH2:56][CH3:57])[CH2:54][CH2:53][N:52]([CH2:2][C:3]1[CH:8]=[CH:7][C:6]([CH2:9][N:10]2[CH2:23][CH2:22][CH2:21][N:20]([C:24]([O:26][C:27]([CH3:30])([CH3:29])[CH3:28])=[O:25])[CH2:19][CH2:18][N:17]([C:31]([O:33][C:34]([CH3:37])([CH3:36])[CH3:35])=[O:32])[CH2:16][CH2:15][CH2:14][N:13]([C:38]([O:40][C:41]([CH3:44])([CH3:43])[CH3:42])=[O:39])[CH2:12][CH2:11]2)=[CH:5][CH:4]=1)[CH2:51][CH2:50][N:47]([CH2:48][CH3:49])[CH2:46][CH3:45])[CH3:59].